Dataset: Catalyst prediction with 721,799 reactions and 888 catalyst types from USPTO. Task: Predict which catalyst facilitates the given reaction. Reactant: [H-].[Na+].CN(C)C=O.[Br:8][C:9]1[CH:14]=[CH:13][N:12]=[C:11]([NH:15][C:16](=[O:18])[CH3:17])[CH:10]=1.[CH3:19][O:20][C:21]1[CH:28]=[CH:27][C:24]([CH2:25]Br)=[CH:23][CH:22]=1. Product: [Br:8][C:9]1[CH:14]=[CH:13][N:12]=[C:11]([N:15]([CH2:25][C:24]2[CH:27]=[CH:28][C:21]([O:20][CH3:19])=[CH:22][CH:23]=2)[C:16](=[O:18])[CH3:17])[CH:10]=1. The catalyst class is: 521.